Dataset: Reaction yield outcomes from USPTO patents with 853,638 reactions. Task: Predict the reaction yield, written as a fraction of the theoretical maximum amount of product (1.0 means a 100% yield; for example, 0.34 means a 34% yield). (1) The reactants are [F:1][C:2]1[CH:10]=[C:9]([F:11])[CH:8]=[CH:7][C:3]=1[C:4]([OH:6])=[O:5].[CH3:12][C:13](OC(OC(O[C:13]([CH3:15])([CH3:14])[CH3:12])=O)=O)([CH3:15])[CH3:14]. The catalyst is ClCCl.CC(O)(C)C. The product is [C:13]([O:5][C:4](=[O:6])[C:3]1[CH:7]=[CH:8][C:9]([F:11])=[CH:10][C:2]=1[F:1])([CH3:15])([CH3:14])[CH3:12]. The yield is 0.840. (2) The reactants are [N:1]1[C:2]([C:10]([OH:12])=O)=[CH:3][N:4]2[CH:9]=[CH:8][CH:7]=[CH:6][C:5]=12.[C:13]([C:17]1[N:22]=[C:21]([N:23]2[CH2:28][CH2:27][N:26]([CH2:29][CH2:30][CH2:31][CH2:32][NH2:33])[CH2:25][CH2:24]2)[CH:20]=[C:19]([CH:34]2[CH2:36][CH2:35]2)[N:18]=1)([CH3:16])([CH3:15])[CH3:14]. The catalyst is C(Cl)(Cl)Cl.CO. The product is [C:13]([C:17]1[N:22]=[C:21]([N:23]2[CH2:24][CH2:25][N:26]([CH2:29][CH2:30][CH2:31][CH2:32][NH:33][C:10]([C:2]3[N:1]=[C:5]4[CH:6]=[CH:7][CH:8]=[CH:9][N:4]4[CH:3]=3)=[O:12])[CH2:27][CH2:28]2)[CH:20]=[C:19]([CH:34]2[CH2:36][CH2:35]2)[N:18]=1)([CH3:16])([CH3:14])[CH3:15]. The yield is 0.360. (3) The reactants are [CH:1]1([NH:7][N:8]2[C:13](=[O:14])[C:12]([C:15]3[NH:20][C:19]4[CH:21]=[CH:22][C:23]([OH:25])=[CH:24][C:18]=4[S:17](=[O:27])(=[O:26])[N:16]=3)=[C:11]([OH:28])[C:10]3[S:29][CH:30]=[CH:31][C:9]2=3)[CH2:6][CH2:5][CH2:4][CH2:3][CH2:2]1.C(=O)([O-])[O-].[Cs+].[Cs+].Br[CH2:39][C:40]([NH2:42])=[O:41].Cl. The catalyst is [I-].C([N+](CCCC)(CCCC)CCCC)CCC.CN(C)C=O.O. The product is [CH:1]1([NH:7][N:8]2[C:13](=[O:14])[C:12]([C:15]3[NH:20][C:19]4[CH:21]=[CH:22][C:23]([O:25][CH2:39][C:40]([NH2:42])=[O:41])=[CH:24][C:18]=4[S:17](=[O:27])(=[O:26])[N:16]=3)=[C:11]([OH:28])[C:10]3[S:29][CH:30]=[CH:31][C:9]2=3)[CH2:2][CH2:3][CH2:4][CH2:5][CH2:6]1. The yield is 0.210. (4) The reactants are [N:1]1([NH:7][C:8]([C:10]2[C:14]([CH2:15][OH:16])=[C:13]([C:17]3[CH:22]=[CH:21][C:20]([OH:23])=[CH:19][CH:18]=3)[N:12]([C:24]3[CH:29]=[CH:28][C:27]([Cl:30])=[CH:26][C:25]=3[Cl:31])[N:11]=2)=[O:9])[CH2:6][CH2:5][CH2:4][CH2:3][CH2:2]1.C(N(CC)CC)C.[F:39][C:40]([F:48])([F:47])[CH2:41][CH2:42][S:43](Cl)(=[O:45])=[O:44].O. The catalyst is ClCCl. The product is [Cl:31][C:25]1[CH:26]=[C:27]([Cl:30])[CH:28]=[CH:29][C:24]=1[N:12]1[C:13]([C:17]2[CH:18]=[CH:19][C:20]([O:23][S:43]([CH2:42][CH2:41][C:40]([F:48])([F:47])[F:39])(=[O:45])=[O:44])=[CH:21][CH:22]=2)=[C:14]([CH2:15][OH:16])[C:10]([C:8](=[O:9])[NH:7][N:1]2[CH2:6][CH2:5][CH2:4][CH2:3][CH2:2]2)=[N:11]1. The yield is 0.390. (5) The reactants are [CH3:1][O:2][C:3]1[C:12]([N:13](C2C=CC=CC=2)[C:14](=[O:16])[O-])=[N:11][C:10]2[C:5](=[CH:6][CH:7]=[CH:8][CH:9]=2)[N:4]=1.[CH2:23]([N:25]([CH2:45][C:46]([CH3:48])=[CH2:47])[C:26]1[N:31]=[C:30]([N:32]([CH2:37][CH3:38])[CH2:33][C:34]([CH3:36])=[CH2:35])[N:29]=[C:28]([N:39]2[CH2:44][CH2:43][NH:42][CH2:41][CH2:40]2)[N:27]=1)[CH3:24].C1CCN2C(=NCCC2)CC1. The catalyst is C1COCC1. The product is [CH3:1][O:2][C:3]1[C:12]([NH:13][C:14]([N:42]2[CH2:41][CH2:40][N:39]([C:28]3[N:27]=[C:26]([N:25]([CH2:23][CH3:24])[CH2:45][C:46]([CH3:48])=[CH2:47])[N:31]=[C:30]([N:32]([CH2:37][CH3:38])[CH2:33][C:34]([CH3:36])=[CH2:35])[N:29]=3)[CH2:44][CH2:43]2)=[O:16])=[N:11][C:10]2[C:5](=[CH:6][CH:7]=[CH:8][CH:9]=2)[N:4]=1. The yield is 0.422. (6) The reactants are C([O:3][C:4]([C:6]1[NH:7][CH:8]=[N:9][C:10]=1[C:11]([CH3:15])([CH3:14])[CH:12]=[CH2:13])=O)C.[H-].[Al+3].[Li+].[H-].[H-].[H-].O. The catalyst is C1COCC1. The product is [CH3:15][C:11]([C:10]1[N:9]=[CH:8][NH:7][C:6]=1[CH2:4][OH:3])([CH3:14])[CH:12]=[CH2:13]. The yield is 1.02. (7) The reactants are [CH3:1][O:2][C:3]1[CH:4]=[C:5]([C:13]([C:15]#[C:16][CH2:17][NH:18][S:19]([C:22]2[CH:27]=[CH:26][C:25]([O:28][CH3:29])=[CH:24][CH:23]=2)(=[O:21])=[O:20])=O)[CH:6]=[C:7]([O:11][CH3:12])[C:8]=1[O:9][CH3:10].[BrH:30].C([O-])(O)=O.[Na+].C(OCC)(=O)C. The catalyst is C(Cl)Cl. The product is [Br:30][C:16]1[CH:15]=[C:13]([C:5]2[CH:4]=[C:3]([O:2][CH3:1])[C:8]([O:9][CH3:10])=[C:7]([O:11][CH3:12])[CH:6]=2)[N:18]([S:19]([C:22]2[CH:27]=[CH:26][C:25]([O:28][CH3:29])=[CH:24][CH:23]=2)(=[O:21])=[O:20])[CH:17]=1. The yield is 0.863. (8) The reactants are I[C:2]1[CH:3]=[C:4]([CH:8]=[C:9]([N+:11]([O-:13])=[O:12])[CH:10]=1)[C:5]([OH:7])=[O:6].B(O)(O)[C:15]1[CH:16]=[CH:17][C:18]([CH3:21])=[CH:19][CH:20]=1.C([O-])([O-])=O.[Cs+].[Cs+].[OH-].[Na+]. The catalyst is C1(C)C=CC=CC=1.C(O)C.O.C1C=CC([P]([Pd]([P](C2C=CC=CC=2)(C2C=CC=CC=2)C2C=CC=CC=2)([P](C2C=CC=CC=2)(C2C=CC=CC=2)C2C=CC=CC=2)[P](C2C=CC=CC=2)(C2C=CC=CC=2)C2C=CC=CC=2)(C2C=CC=CC=2)C2C=CC=CC=2)=CC=1. The product is [CH3:21][C:18]1[CH:19]=[CH:20][C:15]([C:2]2[CH:10]=[C:9]([N+:11]([O-:13])=[O:12])[CH:8]=[C:4]([C:5]([OH:7])=[O:6])[CH:3]=2)=[CH:16][CH:17]=1. The yield is 0.972. (9) The catalyst is CO. The reactants are [CH2:1]([O:8][C:9]1[CH:24]=[CH:23][C:12]([CH2:13][NH:14][CH2:15][CH2:16][C:17]2[CH:22]=[CH:21][CH:20]=[CH:19][N:18]=2)=[CH:11][C:10]=1[O:25][CH3:26])[C:2]1[CH:7]=[CH:6][CH:5]=[CH:4][CH:3]=1.[O:27]1[CH2:29][CH:28]1[C:30]1[CH:35]=[CH:34][CH:33]=[CH:32][CH:31]=1.[N-]=C=O.NCCN(CCN)CCN. The yield is 0.800. The product is [CH2:1]([O:8][C:9]1[CH:24]=[CH:23][C:12]([CH2:13][N:14]([CH2:29][CH:28]([C:30]2[CH:35]=[CH:34][CH:33]=[CH:32][CH:31]=2)[OH:27])[CH2:15][CH2:16][C:17]2[CH:22]=[CH:21][CH:20]=[CH:19][N:18]=2)=[CH:11][C:10]=1[O:25][CH3:26])[C:2]1[CH:3]=[CH:4][CH:5]=[CH:6][CH:7]=1. (10) The reactants are Cl.[NH2:2][CH2:3][C:4]([CH3:7])([SH:6])[CH3:5].C(N(CC)CC)C.[C:15]1(=[O:22])[O:21][C:19](=[O:20])[CH2:18][CH2:17][CH2:16]1. The catalyst is ClCCl. The product is [CH3:5][C:4]([SH:6])([CH3:7])[CH2:3][NH:2][C:15]([CH2:16][CH2:17][CH2:18][C:19]([OH:21])=[O:20])=[O:22]. The yield is 0.720.